Dataset: Forward reaction prediction with 1.9M reactions from USPTO patents (1976-2016). Task: Predict the product of the given reaction. (1) Given the reactants [Cl:1][C:2]1[CH:7]=[CH:6][C:5]([CH3:8])=[CH:4][C:3]=1[NH:9][C:10]1[N:15]2[N:16]=[CH:17][C:18]([S:19](O)(=[O:21])=[O:20])=[C:14]2[N:13]=[CH:12][C:11]=1[C:23]([O:25][CH2:26][CH3:27])=[O:24].[CH2:28]([NH2:30])[CH3:29], predict the reaction product. The product is: [Cl:1][C:2]1[CH:7]=[CH:6][C:5]([CH3:8])=[CH:4][C:3]=1[NH:9][C:10]1[N:15]2[N:16]=[CH:17][C:18]([S:19](=[O:20])(=[O:21])[NH:30][CH2:28][CH3:29])=[C:14]2[N:13]=[CH:12][C:11]=1[C:23]([O:25][CH2:26][CH3:27])=[O:24]. (2) Given the reactants [Cl:1][C:2]1[CH:3]=[CH:4][CH:5]=[C:6]2[C:10]=1[NH:9][C:8](=[O:11])[C:7]12[CH2:15][O:14][C:13]2[CH:16]=[C:17]3[C:21](=[CH:22][C:12]1=2)[CH2:20][CH2:19][O:18]3.N1C2C(=CC=CC=2)[C:25]2([C:35]3=CC4OCOC=4[CH:42]=[C:34]3[O:33][CH2:32]2)C1=O.CC1C=CC(S(OC[C@H]2CCCO2)(=O)=O)=CC=1.CC1C=CC(S(OC[C@H]2COCCO2)(=O)=O)=CC=1, predict the reaction product. The product is: [Cl:1][C:2]1[CH:3]=[CH:4][CH:5]=[C:6]2[C:10]=1[N:9]([CH2:42][C@H:34]1[CH2:35][CH2:25][CH2:32][O:33]1)[C:8](=[O:11])[C:7]12[CH2:15][O:14][C:13]2[CH:16]=[C:17]3[C:21](=[CH:22][C:12]1=2)[CH2:20][CH2:19][O:18]3. (3) The product is: [F:19][C:13]1[CH:14]=[C:15]([F:18])[CH:16]=[CH:17][C:12]=1[C:11]1[O:20][N:7]=[C:8]([CH3:9])[N:10]=1. Given the reactants Cl.NO.[OH-].[Na+].C[N:7](C)[C:8](=[N:10][C:11](=[O:20])[C:12]1[CH:17]=[CH:16][C:15]([F:18])=[CH:14][C:13]=1[F:19])[CH3:9].C([O-])(O)=O.[Na+], predict the reaction product. (4) Given the reactants C(O[CH:10]([C:17]1[C:18]([CH3:31])=[N:19][N:20]([C:23]2[CH:28]=[CH:27][C:26]([C:29]#[N:30])=[CH:25][CH:24]=2)[C:21]=1[CH3:22])[C:11]1[CH:16]=[CH:15][CH:14]=[CH:13][CH:12]=1)(=O)C1C=CC=CC=1, predict the reaction product. The product is: [CH2:10]([C:17]1[C:18]([CH3:31])=[N:19][N:20]([C:23]2[CH:24]=[CH:25][C:26]([C:29]#[N:30])=[CH:27][CH:28]=2)[C:21]=1[CH3:22])[C:11]1[CH:12]=[CH:13][CH:14]=[CH:15][CH:16]=1. (5) Given the reactants C(OC(=O)[NH:7][C@H:8]1[CH2:17][CH2:16][C:15]2[C:10](=[CH:11][CH:12]=[C:13]([C:18](=O)[N:19]([CH2:27][C:28]3[CH:33]=[CH:32][C:31]([O:34][CH3:35])=[CH:30][CH:29]=3)[CH2:20][CH:21]3[CH2:26][CH2:25][O:24][CH2:23][CH2:22]3)[CH:14]=2)[CH2:9]1)(C)(C)C.FC(F)(F)C(O)=O.C(=O)([O-])[O-].[K+].[K+], predict the reaction product. The product is: [CH3:35][O:34][C:31]1[CH:30]=[CH:29][C:28]([CH2:27][N:19]([CH2:18][C:13]2[CH:14]=[C:15]3[C:10](=[CH:11][CH:12]=2)[CH2:9][C@@H:8]([NH2:7])[CH2:17][CH2:16]3)[CH2:20][CH:21]2[CH2:26][CH2:25][O:24][CH2:23][CH2:22]2)=[CH:33][CH:32]=1. (6) The product is: [CH3:1][C:2]1[C:6]([CH2:7][N:8]2[CH:12]=[C:11]([N:13]3[C:17](=[O:18])[CH2:16][N:15]([CH2:26][CH2:25][C:24]4[CH:28]=[CH:29][CH:30]=[C:22]([F:21])[CH:23]=4)[C:14]3=[O:19])[CH:10]=[N:9]2)=[C:5]([CH3:20])[O:4][N:3]=1. Given the reactants [CH3:1][C:2]1[C:6]([CH2:7][N:8]2[CH:12]=[C:11]([N:13]3[C:17](=[O:18])[CH2:16][NH:15][C:14]3=[O:19])[CH:10]=[N:9]2)=[C:5]([CH3:20])[O:4][N:3]=1.[F:21][C:22]1[CH:23]=[C:24]([CH:28]=[CH:29][CH:30]=1)[CH2:25][CH2:26]Br, predict the reaction product. (7) Given the reactants [NH2:1][C@@H:2]1[CH2:7][CH2:6][C@H:5]([NH:8][C:9]([C:11]2[C:15]3[N:16]=[CH:17][N:18]=[C:19]([C:20]4[CH:25]=[CH:24][C:23]([O:26][CH3:27])=[CH:22][C:21]=4[O:28][CH2:29][CH:30]4[CH2:32][CH2:31]4)[C:14]=3[NH:13][CH:12]=2)=[O:10])[CH2:4][CH2:3]1.Cl[C:34]([C@@H:36]([O:38]C(=O)C)[CH3:37])=[O:35], predict the reaction product. The product is: [OH:38][C@@H:36]([CH3:37])[C:34]([NH:1][C@@H:2]1[CH2:7][CH2:6][C@H:5]([NH:8][C:9]([C:11]2[C:15]3[N:16]=[CH:17][N:18]=[C:19]([C:20]4[CH:25]=[CH:24][C:23]([O:26][CH3:27])=[CH:22][C:21]=4[O:28][CH2:29][CH:30]4[CH2:31][CH2:32]4)[C:14]=3[NH:13][CH:12]=2)=[O:10])[CH2:4][CH2:3]1)=[O:35]. (8) Given the reactants BrC1N2CCN(C)CC2=[C:4]([C:12]([NH:14][C@@H:15](C(C)(C)C)[C:16](NC)=[O:17])=O)N=1.[CH3:24][C:25]([CH3:53])([CH3:52])[C@H:26]([NH:31][C:32]([C:34]1[N:35]=[C:36]([C:44]#[C:45][C:46]2C=CC=CC=2)[N:37]2[CH2:42][CH2:41][N:40]([CH3:43])[CH2:39][C:38]=12)=[O:33])[C:27]([NH:29][CH3:30])=[O:28].ClC/C=C/B(O)O.C([O-])([O-])=O.[K+].[K+].N1CCOCC1, predict the reaction product. The product is: [CH3:24][C:25]([CH3:53])([CH3:52])[C@H:26]([NH:31][C:32]([C:34]1[N:35]=[C:36](/[CH:44]=[CH:45]/[CH2:46][N:14]2[CH2:12][CH2:4][O:17][CH2:16][CH2:15]2)[N:37]2[CH2:42][CH2:41][N:40]([CH3:43])[CH2:39][C:38]=12)=[O:33])[C:27]([NH:29][CH3:30])=[O:28]. (9) Given the reactants [C:1]([O:5][C:6]([N:8]1[CH2:13][CH2:12][N:11]([C:14]2[N:19]=[CH:18][C:17]([C:20]3[N:24]4[N:25]=[CH:26][CH:27]=[C:28]([N:29]5[CH2:34][CH2:33][O:32][CH2:31][CH2:30]5)[C:23]4=[N:22][C:21]=3[C:35](OCC)=[O:36])=[CH:16][CH:15]=2)[CH2:10][CH2:9]1)=[O:7])([CH3:4])([CH3:3])[CH3:2].[H-].[H-].[H-].[H-].[Li+].[Al+3].C1COCC1, predict the reaction product. The product is: [OH:36][CH2:35][C:21]1[N:22]=[C:23]2[C:28]([N:29]3[CH2:30][CH2:31][O:32][CH2:33][CH2:34]3)=[CH:27][CH:26]=[N:25][N:24]2[C:20]=1[C:17]1[CH:16]=[CH:15][C:14]([N:11]2[CH2:12][CH2:13][N:8]([C:6]([O:5][C:1]([CH3:4])([CH3:3])[CH3:2])=[O:7])[CH2:9][CH2:10]2)=[N:19][CH:18]=1.